This data is from Forward reaction prediction with 1.9M reactions from USPTO patents (1976-2016). The task is: Predict the product of the given reaction. (1) Given the reactants [NH2:1][C:2]1[C:3]2[C:10]([C:11]3[CH:12]=[N:13][C:14]4[C:19]([CH:20]=3)=[CH:18][CH:17]=[CH:16][CH:15]=4)=[C:9](Br)[N:8]([CH2:22][CH2:23][C@@H:24]([NH:27][C:28](=[O:34])[O:29][C:30]([CH3:33])([CH3:32])[CH3:31])[CH:25]=[CH2:26])[C:4]=2[N:5]=[CH:6][N:7]=1.C12BC(CCC1)CCC2.[OH-].[Na+], predict the reaction product. The product is: [NH2:1][C:2]1[C:3]2[C:10]([C:11]3[CH:12]=[N:13][C:14]4[C:19]([CH:20]=3)=[CH:18][CH:17]=[CH:16][CH:15]=4)=[C:9]3[CH2:26][CH2:25][C@H:24]([NH:27][C:28](=[O:34])[O:29][C:30]([CH3:33])([CH3:32])[CH3:31])[CH2:23][CH2:22][N:8]3[C:4]=2[N:5]=[CH:6][N:7]=1. (2) Given the reactants [NH2:1][C:2]1[C:7]([C:8]([C:10]2[CH:15]=[C:14]([F:16])[C:13]([CH3:17])=[CH:12][C:11]=2[O:18][CH3:19])=[O:9])=[CH:6][N:5]=[C:4](S(CC)=O)[N:3]=1.[NH2:24][CH:25]1[CH2:30][CH2:29][N:28]([C:31](=[O:33])[CH3:32])[CH2:27][CH2:26]1, predict the reaction product. The product is: [NH2:1][C:2]1[C:7]([C:8](=[O:9])[C:10]2[CH:15]=[C:14]([F:16])[C:13]([CH3:17])=[CH:12][C:11]=2[O:18][CH3:19])=[CH:6][N:5]=[C:4]([NH:24][CH:25]2[CH2:30][CH2:29][N:28]([C:31](=[O:33])[CH3:32])[CH2:27][CH2:26]2)[N:3]=1. (3) The product is: [ClH:30].[ClH:30].[CH:1]1([CH2:7][CH2:8][O:9][C:10]2[CH:11]=[C:12]([CH:27]=[CH:28][CH:29]=2)[CH2:13][N:14]2[CH2:19][CH2:18][NH:17][CH2:16][CH2:15]2)[CH2:6][CH2:5][CH2:4][CH2:3][CH2:2]1. Given the reactants [CH:1]1([CH2:7][CH2:8][O:9][C:10]2[CH:11]=[C:12]([CH:27]=[CH:28][CH:29]=2)[CH2:13][N:14]2[CH2:19][CH2:18][N:17](C(OC(C)(C)C)=O)[CH2:16][CH2:15]2)[CH2:6][CH2:5][CH2:4][CH2:3][CH2:2]1.[ClH:30].CCOC(C)=O.C(OCC)C, predict the reaction product. (4) Given the reactants [C:1]([CH:3]([CH:9]([CH3:11])[CH3:10])[C:4]([O:6]CC)=O)#[N:2].[CH2:12]([NH:14][C:15]([NH2:17])=[O:16])[CH3:13].C[O-].[Na+].Cl, predict the reaction product. The product is: [CH2:12]([N:14]1[C:1]([NH2:2])=[C:3]([CH:9]([CH3:10])[CH3:11])[C:4](=[O:6])[NH:17][C:15]1=[O:16])[CH3:13]. (5) Given the reactants [NH2:1][C:2]1[CH:7]=[CH:6][C:5]([Cl:8])=[CH:4][N:3]=1.[Cl:9][C:10]1[CH:11]=[C:12]([C:17]2([C:32]([F:35])([F:34])[F:33])[O:21][N:20]=[C:19]([C:22]3[CH:30]=[CH:29][C:25]([C:26](Cl)=[O:27])=[C:24]([CH3:31])[CH:23]=3)[CH2:18]2)[CH:13]=[C:14]([Cl:16])[CH:15]=1, predict the reaction product. The product is: [Cl:8][C:5]1[CH:6]=[CH:7][C:2]([NH:1][C:26](=[O:27])[C:25]2[CH:29]=[CH:30][C:22]([C:19]3[CH2:18][C:17]([C:12]4[CH:13]=[C:14]([Cl:16])[CH:15]=[C:10]([Cl:9])[CH:11]=4)([C:32]([F:35])([F:34])[F:33])[O:21][N:20]=3)=[CH:23][C:24]=2[CH3:31])=[N:3][CH:4]=1. (6) Given the reactants [Cl:1][C:2]1[CH:3]=[C:4]([C:10]2([C:28]([F:31])([F:30])[F:29])[O:14][N:13]=[C:12]([C:15]3[N:16]4[C:20]([C:21]([C:24]([O:26]C)=[O:25])=[CH:22][CH:23]=3)=[CH:19][CH:18]=[CH:17]4)[CH2:11]2)[CH:5]=[C:6]([Cl:9])[C:7]=1[Cl:8].[OH-].[Na+].Cl, predict the reaction product. The product is: [Cl:9][C:6]1[CH:5]=[C:4]([C:10]2([C:28]([F:30])([F:31])[F:29])[O:14][N:13]=[C:12]([C:15]3[N:16]4[C:20]([C:21]([C:24]([OH:26])=[O:25])=[CH:22][CH:23]=3)=[CH:19][CH:18]=[CH:17]4)[CH2:11]2)[CH:3]=[C:2]([Cl:1])[C:7]=1[Cl:8]. (7) Given the reactants Cl[C:2]1[N:11]=[C:10]([C:12]2[CH:17]=[CH:16][C:15]([N:18]3[CH2:23][CH2:22][O:21][CH2:20][CH2:19]3)=[CH:14][CH:13]=2)[CH:9]=[C:8]2[C:3]=1[CH:4]=[CH:5][CH:6]=[N:7]2.[C:24]1(OB(O)O)[CH:29]=[CH:28][CH:27]=[CH:26][CH:25]=1.C([O-])([O-])=O.[Cs+].[Cs+], predict the reaction product. The product is: [C:24]1([C:2]2[N:11]=[C:10]([C:12]3[CH:17]=[CH:16][C:15]([N:18]4[CH2:19][CH2:20][O:21][CH2:22][CH2:23]4)=[CH:14][CH:13]=3)[CH:9]=[C:8]3[C:3]=2[CH:4]=[CH:5][CH:6]=[N:7]3)[CH:29]=[CH:28][CH:27]=[CH:26][CH:25]=1.